Dataset: Full USPTO retrosynthesis dataset with 1.9M reactions from patents (1976-2016). Task: Predict the reactants needed to synthesize the given product. (1) Given the product [Br:4][C:5]1[CH:6]=[CH:7][C:8](/[CH:9]=[CH:1]/[C:28]2[CH:27]=[CH:24][C:23]([N:21]([CH3:20])[CH3:22])=[CH:30][CH:29]=2)=[CH:18][CH:19]=1, predict the reactants needed to synthesize it. The reactants are: [CH3:1][O-].[Na+].[Br:4][C:5]1[CH:19]=[CH:18][C:8]([CH2:9]P(=O)(OCC)OCC)=[CH:7][CH:6]=1.[CH3:20][N:21]([C:23]1[CH:30]=[CH:29][CH:28]=[CH:27][C:24]=1C=O)[CH3:22].O. (2) Given the product [C:1]([C:3]1[CH:4]=[C:5]([B:9]([OH:11])[OH:10])[CH:6]=[CH:7][CH:8]=1)#[N:13], predict the reactants needed to synthesize it. The reactants are: [CH:1]([C:3]1[CH:4]=[C:5]([B:9]([OH:11])[OH:10])[CH:6]=[CH:7][CH:8]=1)=O.Cl.[NH2:13]O.C([O-])=O.[Na+]. (3) Given the product [C:17]([C:14]1[CH:15]=[C:16]2[C:11](=[CH:12][C:13]=1[O:19][CH2:20][CH2:21][O:22][CH3:23])[N:10]=[CH:9][CH:8]=[C:7]2[O:6][C:5]1[CH:4]=[CH:3][C:2]([NH:1][C:34]([NH:33][C:30]2[CH:31]=[CH:32][C:27]([F:26])=[CH:28][CH:29]=2)=[O:35])=[CH:25][CH:24]=1)#[N:18], predict the reactants needed to synthesize it. The reactants are: [NH2:1][C:2]1[CH:25]=[CH:24][C:5]([O:6][C:7]2[C:16]3[C:11](=[CH:12][C:13]([O:19][CH2:20][CH2:21][O:22][CH3:23])=[C:14]([C:17]#[N:18])[CH:15]=3)[N:10]=[CH:9][CH:8]=2)=[CH:4][CH:3]=1.[F:26][C:27]1[CH:32]=[CH:31][C:30]([N:33]=[C:34]=[O:35])=[CH:29][CH:28]=1.